From a dataset of Retrosynthesis with 50K atom-mapped reactions and 10 reaction types from USPTO. Predict the reactants needed to synthesize the given product. (1) Given the product C=C(C)C(=O)Nc1ccc(C=Cc2ccc(C=Cc3ccc(N(c4ccccc4)c4ccccc4)cc3)cc2)cc1, predict the reactants needed to synthesize it. The reactants are: C=C(C)C(=O)O.Nc1ccc(C=Cc2ccc(C=Cc3ccc(N(c4ccccc4)c4ccccc4)cc3)cc2)cc1. (2) Given the product COC(=O)c1sc(CBr)cc1C#N, predict the reactants needed to synthesize it. The reactants are: COC(=O)c1sc(C)cc1C#N.O=C1CCC(=O)N1Br. (3) Given the product OCCNCCCOCc1ccccc1, predict the reactants needed to synthesize it. The reactants are: BrCCCOCc1ccccc1.NCCO.